From a dataset of Full USPTO retrosynthesis dataset with 1.9M reactions from patents (1976-2016). Predict the reactants needed to synthesize the given product. (1) The reactants are: [Si]([O:8][CH2:9][CH:10]1[O:14][N:13]=[C:12]([C:15]2[CH:20]=[CH:19][C:18]([C:21]3[CH:26]=[CH:25][C:24]([N:27]4[CH2:31][C@H:30]([CH2:32][NH:33][C:34](=[O:36])[CH3:35])[O:29][C:28]4=[O:37])=[CH:23][C:22]=3[F:38])=[CH:17][CH:16]=2)[CH2:11]1)(C(C)(C)C)(C)C.[F-].C([N+](CCCC)(CCCC)CCCC)CCC. Given the product [F:38][C:22]1[CH:23]=[C:24]([N:27]2[CH2:31][C@H:30]([CH2:32][NH:33][C:34](=[O:36])[CH3:35])[O:29][C:28]2=[O:37])[CH:25]=[CH:26][C:21]=1[C:18]1[CH:19]=[CH:20][C:15]([C:12]2[CH2:11][CH:10]([CH2:9][OH:8])[O:14][N:13]=2)=[CH:16][CH:17]=1, predict the reactants needed to synthesize it. (2) Given the product [CH:15]([C:19]1[C:20]([S:37]([CH3:38])(=[O:9])=[O:39])=[N:21][C:22]([N:32]2[CH:36]=[CH:35][CH:34]=[N:33]2)=[N:23][C:24]=1[N:25]1[CH2:30][CH2:29][CH:28]([CH3:31])[CH2:27][CH2:26]1)([CH2:17][CH3:18])[CH3:16], predict the reactants needed to synthesize it. The reactants are: ClC1C=CC=C(C(OO)=[O:9])C=1.ClCCl.[CH:15]([C:19]1[C:20]([S:37][CH3:38])=[N:21][C:22]([N:32]2[CH:36]=[CH:35][CH:34]=[N:33]2)=[N:23][C:24]=1[N:25]1[CH2:30][CH2:29][CH:28]([CH3:31])[CH2:27][CH2:26]1)([CH2:17][CH3:18])[CH3:16].[OH2:39]. (3) Given the product [N:10]1([C:8]([C:6]2[CH:7]=[C:2]3[C:3]([C:17]([C:19]4[N:23]5[CH:24]=[C:25]([F:28])[CH:26]=[CH:27][C:22]5=[N:21][CH:20]=4)=[N:34][CH:32]=[N:1]3)=[CH:4][CH:5]=2)=[O:9])[CH2:16][CH2:15][CH2:14][CH2:13][CH2:12][CH2:11]1, predict the reactants needed to synthesize it. The reactants are: [NH2:1][C:2]1[CH:7]=[C:6]([C:8]([N:10]2[CH2:16][CH2:15][CH2:14][CH2:13][CH2:12][CH2:11]2)=[O:9])[CH:5]=[CH:4][C:3]=1[C:17]([C:19]1[N:23]2[CH:24]=[C:25]([F:28])[CH:26]=[CH:27][C:22]2=[N:21][CH:20]=1)=O.C(O)=O.[CH:32]([NH2:34])=O. (4) Given the product [ClH:45].[ClH:45].[F:8][C:7]1[CH:6]=[CH:5][C:4]2[N:9]=[C:20]([C@@H:19]([NH2:25])[CH2:18][O:31][CH3:30])[N:10]([C:11]3[CH:16]=[CH:15][CH:14]=[CH:13][CH:12]=3)[C:3]=2[C:2]=1[F:1], predict the reactants needed to synthesize it. The reactants are: [F:1][C:2]1[C:7]([F:8])=[CH:6][CH:5]=[C:4]([NH2:9])[C:3]=1[NH:10][C:11]1[CH:16]=[CH:15][CH:14]=[CH:13][CH:12]=1.C1C=N[C:20]2N(O)N=[N:25][C:19]=2[CH:18]=1.CN1CC[O:31][CH2:30]C1.CCN=C=NCCCN(C)C.[ClH:45]. (5) Given the product [S:25]1[C:15]2[C:16]3[CH:24]=[N:23][CH:22]=[CH:21][C:17]=3[O:18][CH2:19][CH2:20][C:14]=2[CH:13]=[C:12]1[C:9]1[N:8]([C:3]2[CH:4]=[CH:5][CH:6]=[CH:7][C:2]=2[Cl:1])[CH:26]=[N:11][N:10]=1, predict the reactants needed to synthesize it. The reactants are: [Cl:1][C:2]1[CH:7]=[CH:6][CH:5]=[CH:4][C:3]=1[NH:8][C:9]([C:12]1[S:25][C:15]2[C:16]3[CH:24]=[N:23][CH:22]=[CH:21][C:17]=3[O:18][CH2:19][CH2:20][C:14]=2[CH:13]=1)=[N:10][NH2:11].[CH2:26](OC(OCC)OCC)C.